This data is from Forward reaction prediction with 1.9M reactions from USPTO patents (1976-2016). The task is: Predict the product of the given reaction. (1) Given the reactants C[NH3+].F[P-](F)(F)(F)(F)F.N1(OC(N(C)C)=[N+](C)C)C2N=CC=CC=2N=N1.F[P-](F)(F)(F)(F)F.[O:34]1[CH2:38][CH2:37][O:36][CH:35]1[CH2:39][CH2:40][C:41]1[S:45][C:44]([C:46]2[CH:51]=[CH:50][CH:49]=[CH:48][CH:47]=2)=[N:43][C:42]=1[C:52]([OH:54])=O.CCN(C(C)C)C(C)C.[N:64]1[C:72]2[C:67](=[N:68][CH:69]=[CH:70][CH:71]=2)[S:66][C:65]=1[C:73]1[CH:79]=[CH:78][CH:77]=[CH:76][C:74]=1[NH2:75].C([O-])(O)=O.[Na+], predict the reaction product. The product is: [O:36]1[CH2:37][CH2:38][O:34][CH:35]1[CH2:39][CH2:40][C:41]1[S:45][C:44]([C:46]2[CH:47]=[CH:48][CH:49]=[CH:50][CH:51]=2)=[N:43][C:42]=1[C:52]([NH:75][C:74]1[CH:76]=[CH:77][CH:78]=[CH:79][C:73]=1[C:65]1[S:66][C:67]2[C:72]([N:64]=1)=[CH:71][CH:70]=[CH:69][N:68]=2)=[O:54]. (2) Given the reactants Cl[C:2]1[CH:3]=[C:4]([C:9]2[N:13]3[CH:14]=[CH:15][C:16]([C:19]([OH:22])([CH3:21])[CH3:20])=[C:17]([F:18])[C:12]3=[N:11][CH:10]=2)[CH:5]=[CH:6][C:7]=1[F:8].[Cl:23][C:24]1[CH:25]=[C:26](B(O)O)[CH:27]=[C:28]([Cl:30])[CH:29]=1, predict the reaction product. The product is: [Cl:23][C:24]1[CH:25]=[C:26]([C:2]2[CH:3]=[C:4]([C:9]3[N:13]4[CH:14]=[CH:15][C:16]([C:19]([OH:22])([CH3:21])[CH3:20])=[C:17]([F:18])[C:12]4=[N:11][CH:10]=3)[CH:5]=[CH:6][C:7]=2[F:8])[CH:27]=[C:28]([Cl:30])[CH:29]=1. (3) Given the reactants C(O)(=O)C.C(O)(=O)C.[I:9][C:10]1[CH:15]=[CH:14][CH:13]=[CH:12][CH:11]=1.[OH:16][S:17]([C:20]([F:23])([F:22])[F:21])(=[O:19])=[O:18].[CH3:24][Si:25]([CH3:37])([CH3:36])[C:26]1[CH:31]=[CH:30][CH:29]=[CH:28][C:27]=1[Si](C)(C)C, predict the reaction product. The product is: [O-:19][S:17]([C:20]([F:23])([F:22])[F:21])(=[O:18])=[O:16].[C:10]1([I+:9][C:27]2[CH:28]=[CH:29][CH:30]=[CH:31][C:26]=2[Si:25]([CH3:37])([CH3:36])[CH3:24])[CH:15]=[CH:14][CH:13]=[CH:12][CH:11]=1. (4) Given the reactants Br[C:2]1[N:3]=[CH:4][C:5]([O:11][CH3:12])=[C:6]2[CH:10]=[CH:9][NH:8][C:7]=12.C(=O)([O-])[O-].[K+].[K+].[NH:19]1[CH:23]=[N:22][C:21]([NH:24][C:25](=[O:30])[C:26]([CH3:29])([CH3:28])[CH3:27])=[N:20]1.CN[C@@H]1CCCC[C@H]1NC, predict the reaction product. The product is: [CH3:12][O:11][C:5]1[CH:4]=[N:3][C:2]([N:19]2[CH:23]=[N:22][C:21]([NH:24][C:25](=[O:30])[C:26]([CH3:28])([CH3:27])[CH3:29])=[N:20]2)=[C:7]2[NH:8][CH:9]=[CH:10][C:6]=12. (5) The product is: [C:1]([O:4][CH2:5][C@@H:6]1[C@@H:11]([O:12][C:13](=[O:15])[CH3:14])[CH:10]=[CH:9][C@@H:8]([C:23]2[CH:28]=[CH:27][C:26]([C@H:8]3[O:7][C@H:6]([CH2:5][O:4][C:1](=[O:3])[CH3:2])[C@@H:11]([O:12][C:13](=[O:15])[CH3:14])[CH:10]=[CH:9]3)=[CH:25][CH:24]=2)[O:7]1)(=[O:3])[CH3:2]. Given the reactants [C:1]([O:4][CH2:5][C@@H:6]1[C@@H:11]([O:12][C:13](=[O:15])[CH3:14])[C@H:10](OC(=O)C)[CH:9]=[CH:8][O:7]1)(=[O:3])[CH3:2].B([C:23]1[CH:28]=[CH:27][C:26](B(O)O)=[CH:25][CH:24]=1)(O)O, predict the reaction product.